From a dataset of Forward reaction prediction with 1.9M reactions from USPTO patents (1976-2016). Predict the product of the given reaction. (1) Given the reactants [Cl:1][C:2]1[CH:10]=[CH:9][C:8]([S:11](=[O:15])(=[O:14])[NH:12][CH3:13])=[CH:7][C:3]=1[C:4]([OH:6])=[O:5].Cl[C:17]1C=CC(S(O)=O)=[CH:22][C:18]=1C(O)=O.C1(CN)CC1, predict the reaction product. The product is: [Cl:1][C:2]1[CH:10]=[CH:9][C:8]([S:11](=[O:15])(=[O:14])[NH:12][CH2:13][CH:22]2[CH2:18][CH2:17]2)=[CH:7][C:3]=1[C:4]([OH:6])=[O:5]. (2) Given the reactants [NH2:1][C:2]1[C:3]([NH:32][CH2:33][CH2:34][C:35]([OH:37])=O)=[N:4][C:5]([C:14]2[CH:19]=[CH:18][C:17]([C:20]3([NH:24][C:25]([O:27][C:28]([CH3:31])([CH3:30])[CH3:29])=[O:26])[CH2:23][CH2:22][CH2:21]3)=[CH:16][CH:15]=2)=[C:6]([C:8]2[CH:13]=[CH:12][CH:11]=[CH:10][CH:9]=2)[CH:7]=1.C(Cl)CCl.C1C=CC2N(O)N=NC=2C=1.O, predict the reaction product. The product is: [C:28]([O:27][C:25](=[O:26])[NH:24][C:20]1([C:17]2[CH:18]=[CH:19][C:14]([C:5]3[C:6]([C:8]4[CH:9]=[CH:10][CH:11]=[CH:12][CH:13]=4)=[CH:7][C:2]4[NH:1][C:35](=[O:37])[CH2:34][CH2:33][NH:32][C:3]=4[N:4]=3)=[CH:15][CH:16]=2)[CH2:21][CH2:22][CH2:23]1)([CH3:30])([CH3:31])[CH3:29]. (3) Given the reactants [OH:1][CH2:2][CH2:3][CH2:4][N:5]([C:22]1[CH:27]=[CH:26][C:25]([NH:28][C:29]([NH:31][C:32]2[CH:37]=[CH:36][CH:35]=[CH:34][CH:33]=2)=[O:30])=[CH:24][CH:23]=1)[S:6]([C:9]1[CH:10]=[C:11]([C:15]2[CH:20]=[CH:19][C:18]([F:21])=[CH:17][CH:16]=2)[CH:12]=[CH:13][CH:14]=1)(=[O:8])=[O:7].C(N(CC)CC)C.[CH3:45][S:46](Cl)(=[O:48])=[O:47].O, predict the reaction product. The product is: [CH3:45][S:46]([O:1][CH2:2][CH2:3][CH2:4][N:5]([C:22]1[CH:27]=[CH:26][C:25]([NH:28][C:29]([NH:31][C:32]2[CH:33]=[CH:34][CH:35]=[CH:36][CH:37]=2)=[O:30])=[CH:24][CH:23]=1)[S:6]([C:9]1[CH:10]=[C:11]([C:15]2[CH:20]=[CH:19][C:18]([F:21])=[CH:17][CH:16]=2)[CH:12]=[CH:13][CH:14]=1)(=[O:8])=[O:7])(=[O:48])=[O:47]. (4) The product is: [CH3:1][O:2][C:3]1[CH:8]=[CH:7][C:6]([NH:9][C:10]2[C:19]3[C:14](=[CH:15][CH:16]=[C:17]([C:20](=[O:23])[NH:21][CH3:22])[CH:18]=3)[N:13]=[CH:12][C:11]=2[C:24]([OH:26])=[O:25])=[CH:5][CH:4]=1. Given the reactants [CH3:1][O:2][C:3]1[CH:8]=[CH:7][C:6]([NH:9][C:10]2[C:19]3[C:14](=[CH:15][CH:16]=[C:17]([C:20](=[O:23])[NH:21][CH3:22])[CH:18]=3)[N:13]=[CH:12][C:11]=2[C:24]([O:26]CC)=[O:25])=[CH:5][CH:4]=1.[OH-].[Li+], predict the reaction product. (5) Given the reactants [N+:1]([C:4]1[C:5]([CH:14]=[O:15])=[CH:6][CH:7]=[C:8]2[C:13]=1[N:12]=[CH:11][CH:10]=[CH:9]2)([O-:3])=[O:2].[F:16][C:17]1[CH:18]=[C:19]([Mg]Br)[CH:20]=[CH:21][C:22]=1[F:23], predict the reaction product. The product is: [F:16][C:17]1[CH:18]=[C:19]([CH:14]([C:5]2[C:4]([N+:1]([O-:3])=[O:2])=[C:13]3[C:8]([CH:9]=[CH:10][CH:11]=[N:12]3)=[CH:7][CH:6]=2)[OH:15])[CH:20]=[CH:21][C:22]=1[F:23].